Dataset: Full USPTO retrosynthesis dataset with 1.9M reactions from patents (1976-2016). Task: Predict the reactants needed to synthesize the given product. (1) Given the product [CH3:1][C:2]1[CH:11]=[CH:10][C:9]2[C:4](=[CH:5][CH:6]=[C:7]([C:12]([NH2:16])=[O:14])[CH:8]=2)[N:3]=1, predict the reactants needed to synthesize it. The reactants are: [CH3:1][C:2]1[CH:11]=[CH:10][C:9]2[C:4](=[CH:5][CH:6]=[C:7]([C:12]([O:14]C)=O)[CH:8]=2)[N:3]=1.[NH3:16]. (2) Given the product [F:6][C:7]1[CH:8]=[CH:9][C:10]2[C:16](=[C:17]([C:20]3[CH:21]=[C:22]([NH:26][S:2]([CH3:1])(=[O:4])=[O:3])[CH:23]=[CH:24][CH:25]=3)[CH2:18][CH3:19])[C:15]3[CH:27]=[CH:28][CH:29]=[N:30][C:14]=3[CH2:13][O:12][C:11]=2[CH:31]=1, predict the reactants needed to synthesize it. The reactants are: [CH3:1][S:2](Cl)(=[O:4])=[O:3].[F:6][C:7]1[CH:8]=[CH:9][C:10]2[C:16](=[C:17]([C:20]3[CH:21]=[C:22]([NH2:26])[CH:23]=[CH:24][CH:25]=3)[CH2:18][CH3:19])[C:15]3[CH:27]=[CH:28][CH:29]=[N:30][C:14]=3[CH2:13][O:12][C:11]=2[CH:31]=1.N1C=CC=CC=1.C(=O)(O)[O-].[Na+]. (3) The reactants are: [F:1][C:2]1[CH:7]=[CH:6][C:5]([CH2:8][C:9](Cl)=[O:10])=[CH:4][CH:3]=1.Cl.[CH3:13][N:14]1[CH2:19][CH2:18][N:17]([C:20]2[CH:25]=[C:24]([C:26]3[CH:35]=[C:34]4[C:29]([CH2:30][CH2:31][NH:32][CH2:33]4)=[CH:28][CH:27]=3)[N:23]=[C:22]([NH2:36])[N:21]=2)[CH2:16][CH2:15]1. Given the product [F:1][C:2]1[CH:7]=[CH:6][C:5]([CH2:8][C:9]([N:32]2[CH2:31][CH2:30][C:29]3[C:34](=[CH:35][C:26]([C:24]4[CH:25]=[C:20]([N:17]5[CH2:16][CH2:15][N:14]([CH3:13])[CH2:19][CH2:18]5)[N:21]=[C:22]([NH2:36])[N:23]=4)=[CH:27][CH:28]=3)[CH2:33]2)=[O:10])=[CH:4][CH:3]=1, predict the reactants needed to synthesize it. (4) Given the product [CH2:1]([NH:3][C:4](=[O:5])[NH:6][C:7]1[N:8]=[CH:9][C:10]([C:32]2[CH:33]=[C:34]3[C:39](=[CH:40][CH:41]=2)[N:38]([CH2:42][CH2:43][O:44][CH3:45])[CH:37]=[C:36]([C:46]([O:48][CH2:49][CH3:50])=[O:47])[C:35]3=[O:51])=[C:11]([C:13]2[S:14][CH:15]=[C:16]([C:18]([F:19])([F:20])[F:21])[N:17]=2)[CH:12]=1)[CH3:2], predict the reactants needed to synthesize it. The reactants are: [CH2:1]([NH:3][C:4]([NH:6][C:7]1[CH:12]=[C:11]([C:13]2[S:14][CH:15]=[C:16]([C:18]([F:21])([F:20])[F:19])[N:17]=2)[C:10](B2OC(C)(C)C(C)(C)O2)=[CH:9][N:8]=1)=[O:5])[CH3:2].I[C:32]1[CH:33]=[C:34]2[C:39](=[CH:40][CH:41]=1)[N:38]([CH2:42][CH2:43][O:44][CH3:45])[CH:37]=[C:36]([C:46]([O:48][CH2:49][CH3:50])=[O:47])[C:35]2=[O:51].C(=O)([O-])[O-].[Cs+].[Cs+].O.